From a dataset of Catalyst prediction with 721,799 reactions and 888 catalyst types from USPTO. Predict which catalyst facilitates the given reaction. (1) Reactant: [Br:1][C:2]1[CH:11]=[C:10]2[C:5]([C:6]([CH3:21])([CH3:20])[CH2:7][C:8](C=O)([CH2:13][CH2:14][C:15](=[O:17])[CH3:16])[C:9]2=O)=[CH:4][CH:3]=1.O.[OH-].[Li+]. Product: [Br:1][C:2]1[CH:11]=[C:10]2[C:5](=[CH:4][CH:3]=1)[C:6]([CH3:20])([CH3:21])[CH2:7][C:8]1[CH2:13][CH2:14][C:15](=[O:17])[CH2:16][C:9]2=1. The catalyst class is: 24. (2) Reactant: C[O:2][C:3](=[O:11])[C:4]1[CH:9]=[CH:8][C:7](Cl)=[N:6][CH:5]=1.CCN(C(C)C)C(C)C.[CH3:21][C:22]([CH3:26])([CH3:25])[C:23]#[CH:24]. Product: [CH3:21][C:22]([CH3:26])([CH3:25])[C:23]#[C:24][C:7]1[CH:8]=[CH:9][C:4]([C:3]([OH:2])=[O:11])=[CH:5][N:6]=1. The catalyst class is: 830.